From a dataset of Full USPTO retrosynthesis dataset with 1.9M reactions from patents (1976-2016). Predict the reactants needed to synthesize the given product. (1) Given the product [CH2:1]([O:3][C:4](=[O:25])[CH2:5][N:6]([CH3:24])[C:7]1[CH:16]=[CH:15][CH:14]=[C:13]2[C:8]=1[CH2:9][CH2:10][NH:11][CH2:12]2)[CH3:2], predict the reactants needed to synthesize it. The reactants are: [CH2:1]([O:3][C:4](=[O:25])[CH2:5][N:6]([CH3:24])[C:7]1[CH:16]=[CH:15][CH:14]=[C:13]2[C:8]=1[CH2:9][CH2:10][N:11](C(OC(C)(C)C)=O)[CH2:12]2)[CH3:2].C(O)(C(F)(F)F)=O.O.C([O-])(O)=O.[Na+]. (2) Given the product [Br:25][C:26]1[CH:27]=[CH:28][C:29]([C:30]([O:32][CH2:33][CH3:34])=[O:31])=[C:35]([I:37])[CH:36]=1, predict the reactants needed to synthesize it. The reactants are: [Li]CCCC.CC1CCCN(C)C1(C)C.C([Zn]C(C)(C)C)(C)(C)C.[Br:25][C:26]1[CH:36]=[CH:35][C:29]([C:30]([O:32][CH2:33][CH3:34])=[O:31])=[CH:28][CH:27]=1.[I:37]I.S([O-])([O-])(=O)=S.[Na+].[Na+].[Cl-].[NH4+]. (3) Given the product [CH:38]1([C@H:5]2[C@H:6]([CH3:37])[C@@H:7]([NH:28][C:29]3[CH:34]=[CH:33][CH:32]=[C:31]([O:35][CH3:36])[N:30]=3)[C:8]3[C:13](=[CH:12][CH:11]=[C:10]([N:14]4[CH2:19][CH2:18][NH:17][C@@H:16]([CH3:27])[CH2:15]4)[CH:9]=3)[N:4]2[C:1](=[O:3])[CH3:2])[CH2:40][CH2:39]1, predict the reactants needed to synthesize it. The reactants are: [C:1]([N:4]1[C:13]2[C:8](=[CH:9][C:10]([N:14]3[CH2:19][CH2:18][N:17](C(OC(C)(C)C)=O)[C@@H:16]([CH3:27])[CH2:15]3)=[CH:11][CH:12]=2)[C@H:7]([NH:28][C:29]2[CH:34]=[CH:33][CH:32]=[C:31]([O:35][CH3:36])[N:30]=2)[C@@H:6]([CH3:37])[C@@H:5]1[CH:38]1[CH2:40][CH2:39]1)(=[O:3])[CH3:2].[I-].[Na+]. (4) Given the product [I:32][C:2]1[CH:7]=[C:6]([C:8]([F:11])([F:10])[F:9])[CH:5]=[CH:4][C:3]=1[C:12]1[N:17]=[CH:16][N:15]=[C:14]([O:18][C:19]2[C:24]3[N:25]=[C:26]([NH:28][C:29](=[O:31])[CH3:30])[S:27][C:23]=3[CH:22]=[CH:21][CH:20]=2)[CH:13]=1, predict the reactants needed to synthesize it. The reactants are: N[C:2]1[CH:7]=[C:6]([C:8]([F:11])([F:10])[F:9])[CH:5]=[CH:4][C:3]=1[C:12]1[N:17]=[CH:16][N:15]=[C:14]([O:18][C:19]2[C:24]3[N:25]=[C:26]([NH:28][C:29](=[O:31])[CH3:30])[S:27][C:23]=3[CH:22]=[CH:21][CH:20]=2)[CH:13]=1.[I-:32].[Cs+].COCCOC.N(OCCC(C)C)=O.